From a dataset of Full USPTO retrosynthesis dataset with 1.9M reactions from patents (1976-2016). Predict the reactants needed to synthesize the given product. (1) Given the product [N:1]1([C:10]2[S:14][C:13]([C:15]([O:17][CH3:18])=[O:16])=[C:12]([C:41]#[C:40][C:34]3[CH:39]=[CH:38][CH:37]=[CH:36][CH:35]=3)[CH:11]=2)[C:5]2[CH:6]=[CH:7][CH:8]=[CH:9][C:4]=2[N:3]=[CH:2]1, predict the reactants needed to synthesize it. The reactants are: [N:1]1([C:10]2[S:14][C:13]([C:15]([O:17][CH3:18])=[O:16])=[C:12](OS(C(F)(F)F)(=O)=O)[CH:11]=2)[C:5]2[CH:6]=[CH:7][CH:8]=[CH:9][C:4]=2[N:3]=[CH:2]1.C(N(CC)CC)C.[C:34]1([C:40]#[CH:41])[CH:39]=[CH:38][CH:37]=[CH:36][CH:35]=1.C(OCC)(=O)C. (2) Given the product [OH:10][C@@H:3]([C:4]1[CH:9]=[CH:8][CH:7]=[CH:6][CH:5]=1)[C@@H:2]([N:11]([CH3:12])[C:20](=[O:29])[CH2:21][CH2:22][C:23]1[CH:28]=[CH:27][CH:26]=[CH:25][CH:24]=1)[CH3:1], predict the reactants needed to synthesize it. The reactants are: [CH3:1][C@H:2]([NH:11][CH3:12])[C@@H:3]([OH:10])[C:4]1[CH:9]=[CH:8][CH:7]=[CH:6][CH:5]=1.C(N(CC)CC)C.[C:20](Cl)(=[O:29])[CH2:21][CH2:22][C:23]1[CH:28]=[CH:27][CH:26]=[CH:25][CH:24]=1. (3) Given the product [S:9]1[C:13]2=[N:14][CH:15]=[CH:16][CH:17]=[C:12]2[C:11]([C:18]([OH:7])=[O:19])=[N:10]1, predict the reactants needed to synthesize it. The reactants are: [Mn]([O-])(=O)(=O)=O.[K+].[OH-:7].[K+].[S:9]1[C:13]2=[N:14][CH:15]=[CH:16][CH:17]=[C:12]2[C:11]([CH2:18][OH:19])=[N:10]1. (4) Given the product [ClH:16].[C:1]1([C:10]2[CH:15]=[CH:14][CH:13]=[CH:12][CH:11]=2)[CH:6]=[CH:5][C:4]([C:17]2[CH:18]=[C:19]([CH2:23][N:24]3[CH:28]=[CH:27][N:26]=[C:25]3[CH3:29])[N:20]=[N:21][CH:22]=2)=[CH:3][CH:2]=1, predict the reactants needed to synthesize it. The reactants are: [C:1]1([C:10]2[CH:15]=[CH:14][CH:13]=[CH:12][CH:11]=2)[CH:6]=[CH:5][C:4](B(O)O)=[CH:3][CH:2]=1.[Cl:16][C:17]1[CH:18]=[C:19]([CH2:23][N:24]2[CH:28]=[CH:27][N:26]=[C:25]2[CH3:29])[N:20]=[N:21][CH:22]=1. (5) Given the product [C:16]([O:20][C:21]([N:1]1[CH2:9][CH2:8][CH:4]([C:5]([OH:7])=[O:6])[CH2:3][CH2:2]1)=[O:22])([CH3:19])([CH3:18])[CH3:17], predict the reactants needed to synthesize it. The reactants are: [NH:1]1[CH2:9][CH2:8][CH:4]([C:5]([OH:7])=[O:6])[CH2:3][CH2:2]1.C(=O)([O-])[O-].[K+].[K+].[C:16]([O:20][C:21](O[C:21]([O:20][C:16]([CH3:19])([CH3:18])[CH3:17])=[O:22])=[O:22])([CH3:19])([CH3:18])[CH3:17]. (6) Given the product [C:60]([C:59]1[CH:58]=[C:57]([NH:56][C:29]2[N:34]=[C:33]([N:35]3[C:39]([CH3:40])=[CH:38][C:37]([C:41]([F:42])([F:44])[F:43])=[N:36]3)[C:32]([C:45]3[CH:46]=[C:47](/[CH:51]=[CH:52]/[C:53]([OH:55])=[O:54])[CH:48]=[CH:49][CH:50]=3)=[CH:31][N:30]=2)[CH:64]=[C:63]([O:65][CH3:66])[CH:62]=1)#[N:61], predict the reactants needed to synthesize it. The reactants are: ClC1N=C(N2C=CC(C(F)(F)F)=N2)C(C2C=C(/C=C/C(O)=O)C=CC=2)=CN=1.Cl[C:29]1[N:34]=[C:33]([N:35]2[C:39]([CH3:40])=[CH:38][C:37]([C:41]([F:44])([F:43])[F:42])=[N:36]2)[C:32]([C:45]2[CH:46]=[C:47](/[CH:51]=[CH:52]/[C:53]([OH:55])=[O:54])[CH:48]=[CH:49][CH:50]=2)=[CH:31][N:30]=1.[NH2:56][C:57]1[CH:58]=[C:59]([CH:62]=[C:63]([O:65][CH3:66])[CH:64]=1)[C:60]#[N:61].C1(P(C2CCCCC2)C2C=CC=CC=2C2C(C(C)C)=CC(C(C)C)=CC=2C(C)C)CCCCC1.C(=O)([O-])[O-].[Na+].[Na+].